Dataset: Forward reaction prediction with 1.9M reactions from USPTO patents (1976-2016). Task: Predict the product of the given reaction. (1) Given the reactants Cl[C:2]1[C:3](=[O:19])[N:4]([CH2:15][CH2:16][O:17][CH3:18])[S:5](=[O:14])(=[O:13])[C:6]=1[C:7]1[CH:12]=[CH:11][CH:10]=[CH:9][CH:8]=1.[CH:20]1([C:26]2[CH:32]=[CH:31][C:29]([NH2:30])=[CH:28][CH:27]=2)[CH2:25][CH2:24][CH2:23][CH2:22][CH2:21]1, predict the reaction product. The product is: [CH:20]1([C:26]2[CH:27]=[CH:28][C:29]([NH:30][C:2]3[C:3](=[O:19])[N:4]([CH2:15][CH2:16][O:17][CH3:18])[S:5](=[O:14])(=[O:13])[C:6]=3[C:7]3[CH:12]=[CH:11][CH:10]=[CH:9][CH:8]=3)=[CH:31][CH:32]=2)[CH2:21][CH2:22][CH2:23][CH2:24][CH2:25]1. (2) The product is: [CH3:3][NH:5][C:6]1[CH:7]=[C:8]([CH:13]=[C:14]([C:16]([F:17])([F:18])[F:19])[CH:15]=1)[C:9]([OH:11])=[O:10]. Given the reactants FC(F)(F)[C:3]([NH:5][C:6]1[CH:7]=[C:8]([CH:13]=[C:14]([C:16]([F:19])([F:18])[F:17])[CH:15]=1)[C:9]([O:11]C)=[O:10])=O.C[Si]([N-][Si](C)(C)C)(C)C.[K+].IC.[OH-].[Li+].Cl, predict the reaction product. (3) Given the reactants CC1(C)[O:6][C@H:5]([C:7]([N:9]2[CH2:14][CH2:13][C:12]([C:15]3[C:20]([F:21])=[CH:19][C:18]([N:22]4[CH2:26][C@H:25]([CH2:27][N:28]([C:36]5[CH:41]=[N:40][CH:39]=[CH:38][N:37]=5)C(OC(C)(C)C)=O)[O:24][C:23]4=[O:42])=[CH:17][C:16]=3[F:43])=[CH:11][CH2:10]2)=[O:8])[CH2:4][O:3]1.FC(F)(F)C(O)=O.O, predict the reaction product. The product is: [OH:6][C@@H:5]([CH2:4][OH:3])[C:7]([N:9]1[CH2:14][CH2:13][C:12]([C:15]2[C:20]([F:21])=[CH:19][C:18]([N:22]3[CH2:26][C@H:25]([CH2:27][NH:28][C:36]4[CH:41]=[N:40][CH:39]=[CH:38][N:37]=4)[O:24][C:23]3=[O:42])=[CH:17][C:16]=2[F:43])=[CH:11][CH2:10]1)=[O:8]. (4) Given the reactants [CH3:1][O:2][CH2:3][O:4][C:5]1[CH:12]=[CH:11][C:8]([CH:9]=O)=[CH:7][C:6]=1[O:13][CH3:14].[CH3:15][C:16]([CH3:18])=[O:17].[OH-].[Na+].O, predict the reaction product. The product is: [CH3:1][O:2][CH2:3][O:4][C:5]1[CH:12]=[CH:11][C:8]([CH:9]=[CH:15][C:16](=[O:17])[CH3:18])=[CH:7][C:6]=1[O:13][CH3:14]. (5) Given the reactants [OH:1][C:2]1[C:11]2[C:6](=[N:7][CH:8]=[CH:9][CH:10]=2)[N:5]([C:12]2[CH:17]=[CH:16][CH:15]=[CH:14][CH:13]=2)[C:4](=[O:18])[CH:3]=1.[H-].[Na+].[F:21][C:22]([F:29])([F:28])[CH2:23][CH2:24][C:25](Cl)=[O:26].C(=O)([O-])O.[Na+], predict the reaction product. The product is: [C:12]1([N:5]2[C:6]3[C:11](=[CH:10][CH:9]=[CH:8][N:7]=3)[C:2]([O:1][C:25](=[O:26])[CH2:24][CH2:23][C:22]([F:29])([F:28])[F:21])=[CH:3][C:4]2=[O:18])[CH:13]=[CH:14][CH:15]=[CH:16][CH:17]=1. (6) Given the reactants [NH2:1][C:2]1[N:3]=[CH:4][C:5]([C:9]([O:11][CH3:12])=[O:10])=[N:6][C:7]=1[Br:8].Br[CH2:14][CH:15](OC)OC, predict the reaction product. The product is: [Br:8][C:7]1[C:2]2[N:3]([CH:14]=[CH:15][N:1]=2)[CH:4]=[C:5]([C:9]([O:11][CH3:12])=[O:10])[N:6]=1. (7) Given the reactants [Br:1][C:2]1[CH:7]=[CH:6][CH:5]=[C:4]([N+:8]([O-:10])=[O:9])[C:3]=1Cl.[CH2:12]([CH2:14][NH2:15])[OH:13], predict the reaction product. The product is: [Br:1][C:2]1[CH:7]=[CH:6][CH:5]=[C:4]([N+:8]([O-:10])=[O:9])[C:3]=1[NH:15][CH2:14][CH2:12][OH:13].